Task: Predict the product of the given reaction.. Dataset: Forward reaction prediction with 1.9M reactions from USPTO patents (1976-2016) (1) Given the reactants [CH3:1][O:2][C:3]1[C:19]([CH2:20][OH:21])=[CH:18][C:6]2[N:7]([CH2:15][O:16][CH3:17])[C:8]3[N:14]=[CH:13][CH:12]=[N:11][C:9]=3[O:10][C:5]=2[CH:4]=1, predict the reaction product. The product is: [CH3:1][O:2][C:3]1[C:19]([CH:20]=[O:21])=[CH:18][C:6]2[N:7]([CH2:15][O:16][CH3:17])[C:8]3[N:14]=[CH:13][CH:12]=[N:11][C:9]=3[O:10][C:5]=2[CH:4]=1. (2) Given the reactants [OH:1][C:2]1([CH2:12][NH:13][C:14]([C:16]2[C:17]3[CH:18]=[CH:19][C:20](Cl)=[N:21][C:22]=3[CH:23]=[CH:24][C:25]=2[Cl:26])=[O:15])[CH2:7][CH2:6][CH2:5][CH:4]([C:8]([F:11])([F:10])[F:9])[CH2:3]1.CCN(C(C)C)C(C)C.[F:37][CH:38]1[CH2:42][CH2:41][NH:40][CH2:39]1, predict the reaction product. The product is: [OH:1][C:2]1([CH2:12][NH:13][C:14]([C:16]2[C:17]3[CH:18]=[CH:19][C:20]([N:40]4[CH2:41][CH2:42][CH:38]([F:37])[CH2:39]4)=[N:21][C:22]=3[CH:23]=[CH:24][C:25]=2[Cl:26])=[O:15])[CH2:7][CH2:6][CH2:5][CH:4]([C:8]([F:11])([F:10])[F:9])[CH2:3]1. (3) Given the reactants [C:1]([NH:5][C:6]1[CH:11]=[C:10]([O:12][CH2:13][CH2:14][C:15]2[CH:19]=[CH:18][S:17][CH:16]=2)[C:9](I)=[CH:8][N:7]=1)([CH3:4])([CH3:3])[CH3:2].C1(P(C2C=CC=CC=2)C2C=CC=CC=2)C=CC=CC=1, predict the reaction product. The product is: [C:1]([NH:5][C:6]1[N:7]=[CH:8][C:9]2[C:16]3[S:17][CH:18]=[CH:19][C:15]=3[CH2:14][CH2:13][O:12][C:10]=2[CH:11]=1)([CH3:4])([CH3:3])[CH3:2]. (4) The product is: [C:1]([NH:6][C:12]1[C:13]([C:14]([O:16][CH2:17][CH3:18])=[O:15])=[CH:8][N:9]=[C:10]([C:19]([F:21])([F:22])[F:20])[N:11]=1)([CH2:4][CH3:5])([CH3:3])[CH3:2]. Given the reactants [C:1]([NH2:6])([CH2:4][CH3:5])([CH3:3])[CH3:2].Cl[C:8]1[C:13]([C:14]([O:16][CH2:17][CH3:18])=[O:15])=[CH:12][N:11]=[C:10]([C:19]([F:22])([F:21])[F:20])[N:9]=1.C(O)C, predict the reaction product. (5) Given the reactants CN(C)CCNC.C([Li])CCC.[CH3:13][O:14][C:15]1[C:24]2[C:19](=[CH:20][CH:21]=[CH:22][CH:23]=2)[CH:18]=[CH:17][C:16]=1[CH:25]=[O:26].[C:27](=O)=[O:28].Cl, predict the reaction product. The product is: [OH:26][C:25]1[O:28][CH:27]=[C:17]2[CH:18]=[C:19]3[C:24](=[C:15]([O:14][CH3:13])[C:16]=12)[CH:23]=[CH:22][CH:21]=[CH:20]3.